This data is from Reaction yield outcomes from USPTO patents with 853,638 reactions. The task is: Predict the reaction yield, written as a fraction of the theoretical maximum amount of product (1.0 means a 100% yield; for example, 0.34 means a 34% yield). The reactants are [Cl:1][C:2]1[CH:3]=[CH:4][C:5]([OH:33])=[C:6]([C:8]2[C:12]([C:13]#[C:14][C:15]3[CH:20]=[CH:19][C:18]([NH:21][C:22]([C@@H:24]4[CH2:29][CH2:28][CH2:27][CH2:26][NH:25]4)=[O:23])=[CH:17][CH:16]=3)=[CH:11][N:10]([CH2:30][CH2:31][OH:32])[N:9]=2)[CH:7]=1.[NH:34]([C:45]([O:47][C:48]([CH3:51])([CH3:50])[CH3:49])=[O:46])[C@@H:35]([C:42](O)=[O:43])[C:36]1[CH:41]=[CH:40][CH:39]=[CH:38][CH:37]=1.CC(C)N=C=NC(C)C. The catalyst is C1COCC1. The product is [C:48]([O:47][C:45](=[O:46])[NH:34][C@H:35]([C:36]1[CH:37]=[CH:38][CH:39]=[CH:40][CH:41]=1)[C:42]([N:25]1[CH2:26][CH2:27][CH2:28][CH2:29][C@H:24]1[C:22](=[O:23])[NH:21][C:18]1[CH:17]=[CH:16][C:15]([C:14]#[C:13][C:12]2[C:8]([C:6]3[CH:7]=[C:2]([Cl:1])[CH:3]=[CH:4][C:5]=3[OH:33])=[N:9][N:10]([CH2:30][CH2:31][OH:32])[CH:11]=2)=[CH:20][CH:19]=1)=[O:43])([CH3:51])([CH3:49])[CH3:50]. The yield is 0.540.